From a dataset of Reaction yield outcomes from USPTO patents with 853,638 reactions. Predict the reaction yield, written as a fraction of the theoretical maximum amount of product (1.0 means a 100% yield; for example, 0.34 means a 34% yield). (1) The reactants are C([Li])(CC)C.Br[C:7]1[CH:12]=[CH:11][C:10]([NH:13][C:14](=[O:16])[CH3:15])=[CH:9][CH:8]=1.[C:17]([C:19]([CH3:24])([N:21]([CH3:23])[CH3:22])[CH3:20])#N.C1C[O:28]CC1. No catalyst specified. The product is [CH3:22][N:21]([CH3:23])[C:19]([CH3:24])([CH3:20])[C:17]([C:7]1[CH:12]=[CH:11][C:10]([NH:13][C:14](=[O:16])[CH3:15])=[CH:9][CH:8]=1)=[O:28]. The yield is 0.360. (2) The reactants are [Br:1][C:2]1[CH:3]=[C:4]([CH:7]=[CH:8][C:9]=1[F:10])[CH:5]=O.C(O)(=O)C.[NH:15]1[CH2:20][CH2:19][O:18][CH2:17][CH2:16]1.C(O[BH-](OC(=O)C)OC(=O)C)(=O)C.[Na+]. The catalyst is ClCCCl. The product is [Br:1][C:2]1[CH:3]=[C:4]([CH:7]=[CH:8][C:9]=1[F:10])[CH2:5][N:15]1[CH2:20][CH2:19][O:18][CH2:17][CH2:16]1. The yield is 0.720. (3) The reactants are [OH:1][C:2]1[CH:7]=[C:6]([O:8][CH2:9][O:10][CH3:11])[CH:5]=[CH:4][C:3]=1[C:12]1[C:13]([CH2:25][OH:26])=[C:14]2[C:19](=[CH:20][CH:21]=1)[NH:18][C:17]([CH3:23])([CH3:22])[CH:16]=[C:15]2[CH3:24].CI.[C:29](=O)([O-])[O-].[K+].[K+]. The catalyst is CN(C)C=O.C(OCC)(=O)C.C(OCC)C. The product is [OH:26][CH2:25][C:13]1[C:12]([C:3]2[CH:4]=[CH:5][C:6]([O:8][CH2:9][O:10][CH3:11])=[CH:7][C:2]=2[O:1][CH3:29])=[CH:21][CH:20]=[C:19]2[C:14]=1[C:15]([CH3:24])=[CH:16][C:17]([CH3:23])([CH3:22])[NH:18]2. The yield is 0.660. (4) The reactants are [Li]CCCC.[CH3:6][S:7][C:8]1[CH:12]=[CH:11][S:10][CH:9]=1.Cl[Si:14]([CH3:17])([CH3:16])[CH3:15]. The product is [CH3:15][Si:14]([CH3:17])([CH3:16])[C:9]1[S:10][CH:11]=[CH:12][C:8]=1[S:7][CH3:6]. The yield is 0.480. The catalyst is CCOCC.